This data is from Reaction yield outcomes from USPTO patents with 853,638 reactions. The task is: Predict the reaction yield, written as a fraction of the theoretical maximum amount of product (1.0 means a 100% yield; for example, 0.34 means a 34% yield). (1) The reactants are Cl[C:2]1[CH:3]=[C:4]([CH:7]=[C:8]([O:10][CH3:11])[N:9]=1)[C:5]#[N:6].[CH:12]([C:14]1[CH:15]=[C:16](B(O)O)[CH:17]=[CH:18][CH:19]=1)=[O:13]. No catalyst specified. The product is [CH:12]([C:14]1[CH:19]=[C:18]([C:2]2[CH:3]=[C:4]([CH:7]=[C:8]([O:10][CH3:11])[N:9]=2)[C:5]#[N:6])[CH:17]=[CH:16][CH:15]=1)=[O:13]. The yield is 0.250. (2) The reactants are [C:1]([C:3]1[S:4][CH:5]=[CH:6][C:7]=1[C:8]1[CH:16]=[CH:15][C:11]([C:12]([OH:14])=O)=[CH:10][CH:9]=1)#[N:2].[Li].CCN=C=NCCCN(C)C.Cl.C1C=CC2N(O)N=NC=2C=1.CCN(C(C)C)C(C)C.[NH:49]1[CH2:53][CH2:52][CH2:51][C@H:50]1[CH2:54][N:55]1[CH2:59][CH2:58][CH2:57][CH2:56]1. The catalyst is CN(C=O)C.ClCCl. The product is [N:55]1([CH2:54][C@@H:50]2[CH2:51][CH2:52][CH2:53][N:49]2[C:12]([C:11]2[CH:10]=[CH:9][C:8]([C:7]3[CH:6]=[CH:5][S:4][C:3]=3[C:1]#[N:2])=[CH:16][CH:15]=2)=[O:14])[CH2:59][CH2:58][CH2:57][CH2:56]1. The yield is 0.660. (3) The reactants are [CH3:1][CH:2]1[CH2:8][C:7]2[CH:9]=[C:10]3[O:15][CH2:14][O:13][C:11]3=[CH:12][C:6]=2[C:5]([C:16]2[CH:21]=[CH:20][C:19]([N+:22]([O-:24])=[O:23])=[CH:18][CH:17]=2)=[N:4][N:3]1[C:25](=[S:28])[NH:26][NH2:27].Cl[CH2:30][C:31](=O)[CH3:32]. The catalyst is CN(C)C=O. The product is [CH3:1][CH:2]1[CH2:8][C:7]2[CH:9]=[C:10]3[O:15][CH2:14][O:13][C:11]3=[CH:12][C:6]=2[C:5]([C:16]2[CH:17]=[CH:18][C:19]([N+:22]([O-:24])=[O:23])=[CH:20][CH:21]=2)=[N:4][N:3]1[C:25]1[S:28][CH2:30][C:31]([CH3:32])=[N:27][N:26]=1. The yield is 0.670. (4) The reactants are [Br:1][C:2]1[CH:15]=[C:14]2[CH2:16][C:11]3[C:12]4=[C:13]2[C:4](=[CH:5][CH:6]=[C:7]4[CH:8]=[C:9]([Br:17])[CH:10]=3)[CH:3]=1.CC([O-])(C)C.[K+].CS(C)=O.CI. The catalyst is C(Cl)Cl.O.CN(P(N(C)C)(N(C)C)=O)C. The product is [Br:1][C:2]1[CH:15]=[C:14]2[CH2:16][C:11]3[C:12]4[C:13]2=[C:4]([CH2:5][CH2:6][C:7]=4[CH:8]=[C:9]([Br:17])[CH:10]=3)[CH:3]=1. The yield is 0.800. (5) The reactants are [Br:1][C:2]1[CH:10]=[CH:9][C:5]([C:6](Cl)=[O:7])=[CH:4][CH:3]=1.[S:11]1[C:15]2[CH2:16][CH2:17][CH2:18][CH2:19][C:14]=2[N:13]=[C:12]1[NH2:20]. The catalyst is N1C=CC=CC=1.O. The product is [Br:1][C:2]1[CH:10]=[CH:9][C:5]([C:6]([NH:20][C:12]2[S:11][C:15]3[CH2:16][CH2:17][CH2:18][CH2:19][C:14]=3[N:13]=2)=[O:7])=[CH:4][CH:3]=1. The yield is 0.780. (6) The reactants are CON(C)[C:4](=[O:40])[CH2:5][O:6][CH:7]([C:9]1[CH:10]=[N:11][C:12]([N:15]2[CH:19]=[CH:18][C:17]([CH:20]([C:22]3[CH:39]=[CH:38][C:25]4[N:26]([CH2:30][O:31][CH2:32][CH2:33][Si:34]([CH3:37])([CH3:36])[CH3:35])[C:27](=[O:29])[S:28][C:24]=4[CH:23]=3)[CH3:21])=[N:16]2)=[CH:13][CH:14]=1)[CH3:8].[CH3:42][Mg]Br. The product is [CH2:5]([O:6][CH:7]([C:9]1[CH:14]=[CH:13][C:12]([N:15]2[CH:19]=[CH:18][C:17]([CH:20]([C:22]3[CH:39]=[CH:38][C:25]4[N:26]([CH2:30][O:31][CH2:32][CH2:33][Si:34]([CH3:37])([CH3:36])[CH3:35])[C:27](=[O:29])[S:28][C:24]=4[CH:23]=3)[CH3:21])=[N:16]2)=[N:11][CH:10]=1)[CH3:8])[C:4]([CH3:42])=[O:40]. The yield is 0.830. The catalyst is O1CCCC1.[Cl-].[NH4+].